Task: Predict the reactants needed to synthesize the given product.. Dataset: Full USPTO retrosynthesis dataset with 1.9M reactions from patents (1976-2016) (1) Given the product [O:20]1[CH2:21][CH:19]1[CH2:18][N:2]1[CH2:3][CH2:4][C:5]2[C:10](=[CH:9][CH:8]=[CH:7][CH:6]=2)[CH2:1]1, predict the reactants needed to synthesize it. The reactants are: [CH2:1]1[C:10]2[C:5](=[CH:6][CH:7]=[CH:8][CH:9]=2)[CH2:4][CH2:3][NH:2]1.C([O-])([O-])=O.[K+].[K+].Br[CH2:18][CH:19]1[CH2:21][O:20]1. (2) Given the product [NH2:33][CH2:32][CH2:30][O:31][C:24]1[N:25]=[C:26]([O:27][CH3:28])[C:21]([NH:12][S:9]([C:3]2[CH:4]=[CH:5][CH:6]=[C:7]([Cl:8])[C:2]=2[Cl:1])(=[O:10])=[O:11])=[N:22][CH:23]=1, predict the reactants needed to synthesize it. The reactants are: [Cl:1][C:2]1[C:7]([Cl:8])=[CH:6][CH:5]=[CH:4][C:3]=1[S:9]([N:12]([C:21]1[C:26]([O:27][CH3:28])=[N:25][C:24](Cl)=[CH:23][N:22]=1)COCC[Si](C)(C)C)(=[O:11])=[O:10].[CH2:30]([CH2:32][NH2:33])[OH:31].[H-].[Na+]. (3) Given the product [CH2:19]([O:18][C:15]1[CH:16]=[C:17]2[C:12]([CH:11]=[CH:10][CH:9]=[C:8]2[NH2:7])=[CH:13][CH:14]=1)[CH3:20], predict the reactants needed to synthesize it. The reactants are: C(OC(=O)[NH:7][C:8]1[C:17]2[C:12](=[CH:13][CH:14]=[C:15]([O:18][CH2:19][CH3:20])[CH:16]=2)[CH:11]=[CH:10][CH:9]=1)(C)(C)C.Cl.C(OC(C)C)(C)C.